Dataset: Catalyst prediction with 721,799 reactions and 888 catalyst types from USPTO. Task: Predict which catalyst facilitates the given reaction. (1) Reactant: [C:1]([O:5][C:6]([NH:8][CH2:9][C:10]1[N:15]=[C:14]2[CH:16]=[CH:17][N:18]([C:19]([O:21][C:22]([CH3:25])([CH3:24])[CH3:23])=[O:20])[C:13]2=[CH:12][CH:11]=1)=[O:7])([CH3:4])([CH3:3])[CH3:2].IC.[CH3:28][Si]([N-][Si](C)(C)C)(C)C.[Li+]. Product: [C:1]([O:5][C:6]([N:8]([CH2:9][C:10]1[N:15]=[C:14]2[CH:16]=[CH:17][N:18]([C:19]([O:21][C:22]([CH3:25])([CH3:24])[CH3:23])=[O:20])[C:13]2=[CH:12][CH:11]=1)[CH3:28])=[O:7])([CH3:4])([CH3:3])[CH3:2]. The catalyst class is: 1. (2) Reactant: [C:1]([O:5][C:6]([N:8]1[CH2:12][C:11](=O)[CH2:10][CH:9]1[CH2:14][O:15][C:16](=[O:21])[C:17]([CH3:20])([CH3:19])[CH3:18])=[O:7])([CH3:4])([CH3:3])[CH3:2].[CH2:22]([NH2:29])[C:23]1[CH:28]=[CH:27][CH:26]=[CH:25][CH:24]=1.[BH-](OC(C)=O)(OC(C)=O)OC(C)=O.[Na+].CC(O)=O. Product: [C:1]([O:5][C:6]([N:8]1[CH2:12][C@H:11]([NH:29][CH2:22][C:23]2[CH:28]=[CH:27][CH:26]=[CH:25][CH:24]=2)[CH2:10][C@H:9]1[CH2:14][O:15][C:16](=[O:21])[C:17]([CH3:20])([CH3:19])[CH3:18])=[O:7])([CH3:4])([CH3:3])[CH3:2]. The catalyst class is: 26. (3) Reactant: [NH2:1][C@H:2]1[CH2:7][CH2:6][C@H:5]([C:8]([OH:10])=[O:9])[CH2:4][CH2:3]1.C(=O)([O-])[O-].[K+].[K+].[Cl:17][C:18]1[CH:23]=[C:22](Cl)[C:21]([N+:25]([O-:27])=[O:26])=[CH:20][N:19]=1. Product: [ClH:17].[Cl:17][C:18]1[CH:23]=[C:22]([NH:1][C@H:2]2[CH2:7][CH2:6][C@H:5]([C:8]([OH:10])=[O:9])[CH2:4][CH2:3]2)[C:21]([N+:25]([O-:27])=[O:26])=[CH:20][N:19]=1. The catalyst class is: 127.